Dataset: Catalyst prediction with 721,799 reactions and 888 catalyst types from USPTO. Task: Predict which catalyst facilitates the given reaction. (1) The catalyst class is: 158. Product: [ClH:1].[Cl:24][C:25]1[CH:26]=[C:27]([NH:31][C:32]([N:10]2[CH2:11][CH2:12][C:7]3[NH:6][C:5]4[N:13]=[CH:14][C:2]([Cl:1])=[CH:3][C:4]=4[C:8]=3[CH2:9]2)=[O:33])[CH:28]=[CH:29][CH:30]=1. Reactant: [Cl:1][C:2]1[CH:14]=[N:13][C:5]2[NH:6][C:7]3[CH2:12][CH2:11][NH:10][CH2:9][C:8]=3[C:4]=2[CH:3]=1.CCN(C(C)C)C(C)C.[Cl:24][C:25]1[CH:26]=[C:27]([N:31]=[C:32]=[O:33])[CH:28]=[CH:29][CH:30]=1.Cl.CCOCC. (2) Reactant: [CH:1]1([C:4](=[O:30])[C:5](=[CH:26]OCC)[C:6]([C:8]2[CH:13]=[CH:12][C:11]([Cl:14])=[C:10]([CH2:15][N:16]3[C:20](=[O:21])[N:19]([CH:22]4[CH2:24][CH2:23]4)[N:18]=[N:17]3)[C:9]=2[Cl:25])=[O:7])[CH2:3][CH2:2]1.Cl.[NH2:32]O.C([O-])(=O)C.[Na+]. Product: [CH:1]1([C:4]2[O:30][N:32]=[CH:26][C:5]=2[C:6](=[O:7])[C:8]2[CH:13]=[CH:12][C:11]([Cl:14])=[C:10]([CH2:15][N:16]3[C:20](=[O:21])[N:19]([CH:22]4[CH2:24][CH2:23]4)[N:18]=[N:17]3)[C:9]=2[Cl:25])[CH2:2][CH2:3]1.[CH:1]1([C:4](=[O:30])[CH2:5][C:6]([C:8]2[CH:13]=[CH:12][C:11]([Cl:14])=[C:10]([CH2:15][N:16]3[C:20](=[O:21])[N:19]([CH:22]4[CH2:24][CH2:23]4)[N:18]=[N:17]3)[C:9]=2[Cl:25])=[O:7])[CH2:3][CH2:2]1. The catalyst class is: 8. (3) Reactant: [NH2:1][C:2]1[CH:3]=[CH:4][C:5]([O:8][C:9]2[CH:10]=[C:11]3[C:15](=[CH:16][CH:17]=2)[N:14]([CH3:18])[C:13]([C:19]([N:21]2[CH2:26][CH2:25][N:24]([CH2:27][C:28]4[CH:33]=[CH:32][CH:31]=[CH:30][CH:29]=4)[CH2:23][CH2:22]2)=[O:20])=[CH:12]3)=[N:6][CH:7]=1.[C:34](O[C:34]([O:36][C:37]([CH3:40])([CH3:39])[CH3:38])=[O:35])([O:36][C:37]([CH3:40])([CH3:39])[CH3:38])=[O:35].C(N(CC)CC)C. Product: [C:37]([O:36][C:34](=[O:35])[NH:1][C:2]1[CH:7]=[N:6][C:5]([O:8][C:9]2[CH:10]=[C:11]3[C:15](=[CH:16][CH:17]=2)[N:14]([CH3:18])[C:13]([C:19]([N:21]2[CH2:26][CH2:25][N:24]([CH2:27][C:28]4[CH:33]=[CH:32][CH:31]=[CH:30][CH:29]=4)[CH2:23][CH2:22]2)=[O:20])=[CH:12]3)=[CH:4][CH:3]=1)([CH3:40])([CH3:39])[CH3:38]. The catalyst class is: 4. (4) Reactant: [CH3:1][Mg]Br.[Br:4][C:5]1[CH:6]=[C:7]([N:16]([CH3:18])[CH3:17])[C:8]([O:14][CH3:15])=[C:9]([C:11](=[O:13])[CH3:12])[CH:10]=1.[Cl-].[NH4+]. Product: [Br:4][C:5]1[CH:6]=[C:7]([N:16]([CH3:18])[CH3:17])[C:8]([O:14][CH3:15])=[C:9]([C:11]([OH:13])([CH3:1])[CH3:12])[CH:10]=1. The catalyst class is: 28. (5) Reactant: [CH:1]1[CH:6]=[C:5]2[C:7]([C:9](O)([OH:12])[C:10](=[O:11])[C:4]2=[CH:3][CH:2]=1)=[O:8].[N+:14]([C:17]1[CH:22]=[CH:21][C:20]([OH:23])=[CH:19][CH:18]=1)([O-:16])=[O:15]. Product: [OH:11][C:10]12[C:4]3[C:5](=[CH:6][CH:1]=[CH:2][CH:3]=3)[C:7](=[O:8])[C:9]1([OH:12])[C:19]1[CH:18]=[C:17]([N+:14]([O-:16])=[O:15])[CH:22]=[CH:21][C:20]=1[O:23]2. The catalyst class is: 15. (6) Reactant: Cl.[Cl:2][C:3]1[CH:4]=[C:5]([N:13]([CH2:23][CH3:24])[C@H:14]2[CH2:19][CH2:18][C@H:17]([N:20]([CH3:22])[CH3:21])[CH2:16][CH2:15]2)[C:6]([CH3:12])=[C:7]([CH:11]=1)[C:8]([OH:10])=[O:9].CCN(C(C)C)C(C)C.CN(C(ON1N=NC2C=CC=NC1=2)=[N+](C)C)C.F[P-](F)(F)(F)(F)F.Cl.Cl.O.[NH2:61][CH2:62][C:63]1[C:64](=[O:69])[NH:65][NH:66][C:67]=1[CH3:68]. Product: [CH:8]([OH:10])=[O:9].[Cl:2][C:3]1[CH:4]=[C:5]([N:13]([CH2:23][CH3:24])[C@H:14]2[CH2:15][CH2:16][C@H:17]([N:20]([CH3:22])[CH3:21])[CH2:18][CH2:19]2)[C:6]([CH3:12])=[C:7]([CH:11]=1)[C:8]([NH:61][CH2:62][C:63]1[C:64](=[O:69])[NH:65][NH:66][C:67]=1[CH3:68])=[O:10]. The catalyst class is: 3. (7) Reactant: [CH3:1][S:2]([C:5]1[CH:10]=[CH:9][C:8](F)=[CH:7][CH:6]=1)(=[O:4])=[O:3].[CH3:12][C@@H:13]1[CH2:18][NH:17][CH2:16][CH2:15][NH:14]1.C([O-])([O-])=O.[K+].[K+]. Product: [CH3:12][C@H:13]1[NH:14][CH2:15][CH2:16][N:17]([C:8]2[CH:9]=[CH:10][C:5]([S:2]([CH3:1])(=[O:4])=[O:3])=[CH:6][CH:7]=2)[CH2:18]1. The catalyst class is: 3. (8) Reactant: [C:1]([C@@H:3]1[CH2:7][CH2:6][N:5]([C:8]([O:10][C:11]([CH3:14])([CH3:13])[CH3:12])=[O:9])[CH2:4]1)#[N:2]. Product: [NH2:2][CH2:1][C@@H:3]1[CH2:7][CH2:6][N:5]([C:8]([O:10][C:11]([CH3:14])([CH3:13])[CH3:12])=[O:9])[CH2:4]1. The catalyst class is: 171. (9) Reactant: [N:1]1[N:5]2[C:6]([C:10]([O:12]CC)=[O:11])=[CH:7][CH:8]=[N:9][C:4]2=[CH:3][CH:2]=1.[OH-].[Na+].Cl. Product: [N:1]1[N:5]2[C:6]([C:10]([OH:12])=[O:11])=[CH:7][CH:8]=[N:9][C:4]2=[CH:3][CH:2]=1. The catalyst class is: 7. (10) Reactant: [NH2:1][C:2]1[S:3][C:4]([CH:7]=O)=[CH:5][N:6]=1.[CH2:9]([O:11][C:12]([CH:14]=P(C1C=CC=CC=1)(C1C=CC=CC=1)C1C=CC=CC=1)=[O:13])[CH3:10]. Product: [NH2:1][C:2]1[S:3][C:4](/[CH:7]=[CH:14]/[C:12]([O:11][CH2:9][CH3:10])=[O:13])=[CH:5][N:6]=1. The catalyst class is: 1.